From a dataset of Forward reaction prediction with 1.9M reactions from USPTO patents (1976-2016). Predict the product of the given reaction. (1) Given the reactants [Cl:1][C:2]1[CH:7]=[CH:6][C:5]([C:8]2[C:17]3[C:12](=[CH:13][CH:14]=[C:15]([C:18]([OH:20])=O)[CH:16]=3)[CH:11]=[N:10][CH:9]=2)=[CH:4][CH:3]=1.F[B-](F)(F)F.N1(OC(N(C)C)=[N+](C)C)C2C=CC=CC=2N=N1.C(N(CC)C(C)C)(C)C.[CH3:52][O:53][C:54]1[CH:59]=[CH:58][CH:57]=[CH:56][C:55]=1[CH2:60][NH2:61], predict the reaction product. The product is: [Cl:1][C:2]1[CH:3]=[CH:4][C:5]([C:8]2[C:17]3[C:12](=[CH:13][CH:14]=[C:15]([C:18]([NH:61][CH2:60][C:55]4[CH:56]=[CH:57][CH:58]=[CH:59][C:54]=4[O:53][CH3:52])=[O:20])[CH:16]=3)[CH:11]=[N:10][CH:9]=2)=[CH:6][CH:7]=1. (2) The product is: [CH2:17]([NH:19][C:20]([NH:14][C:12]1[NH:11][C:10]2[CH:15]=[CH:16][C:7]([C:1]3[CH:2]=[CH:3][CH:4]=[CH:5][CH:6]=3)=[CH:8][C:9]=2[N:13]=1)=[O:21])[CH3:18]. Given the reactants [C:1]1([C:7]2[CH:16]=[CH:15][C:10]3[NH:11][C:12]([NH2:14])=[N:13][C:9]=3[CH:8]=2)[CH:6]=[CH:5][CH:4]=[CH:3][CH:2]=1.[CH2:17]([N:19]=[C:20]=[O:21])[CH3:18], predict the reaction product. (3) Given the reactants [CH3:1][C:2]1[CH:3]=[CH:4][C:5]([C:8]#[C:9][CH2:10][OH:11])=[N:6][CH:7]=1.[C:12]1([CH3:25])[CH:17]=[C:16]([CH3:18])[CH:15]=[C:14]([CH3:19])[C:13]=1[S:20]([O:23][NH2:24])(=[O:22])=[O:21].CCOCC, predict the reaction product. The product is: [CH3:19][C:14]1[CH:15]=[C:16]([CH3:18])[CH:17]=[C:12]([CH3:25])[C:13]=1[S:20]([O-:23])(=[O:22])=[O:21].[NH2:24][N+:6]1[CH:7]=[C:2]([CH3:1])[CH:3]=[CH:4][C:5]=1[C:8]#[C:9][CH2:10][OH:11]. (4) Given the reactants [OH-].[Na+].C([O:5][C:6]([C:8]1[CH:12]=[C:11]([C:13]2[CH:18]=[CH:17][C:16]([O:19][CH2:20][C:21]3[CH:26]=[CH:25][CH:24]=[CH:23][CH:22]=3)=[CH:15][N:14]=2)[N:10]([C:27]2[CH:28]=[N:29][CH:30]=[CH:31][CH:32]=2)[N:9]=1)=[O:7])C, predict the reaction product. The product is: [CH2:20]([O:19][C:16]1[CH:17]=[CH:18][C:13]([C:11]2[N:10]([C:27]3[CH:28]=[N:29][CH:30]=[CH:31][CH:32]=3)[N:9]=[C:8]([C:6]([OH:7])=[O:5])[CH:12]=2)=[N:14][CH:15]=1)[C:21]1[CH:22]=[CH:23][CH:24]=[CH:25][CH:26]=1. (5) Given the reactants [NH2:1][C:2]1[CH:7]=[CH:6][N:5]=[CH:4][CH:3]=1.CS[C:10]1[S:11]/[C:12](=[CH:16]\[C:17]2[CH:18]=[C:19]3[C:24](=[CH:25][CH:26]=2)[N:23]=[CH:22][CH:21]=[CH:20]3)/[C:13](=[O:15])[N:14]=1, predict the reaction product. The product is: [N:5]1[CH:6]=[CH:7][C:2]([NH:1][C:10]2[S:11]/[C:12](=[CH:16]\[C:17]3[CH:18]=[C:19]4[C:24](=[CH:25][CH:26]=3)[N:23]=[CH:22][CH:21]=[CH:20]4)/[C:13](=[O:15])[N:14]=2)=[CH:3][CH:4]=1. (6) Given the reactants [N:1]([C@H:4]([C@H:25]1[O:29][C:28](=[O:30])[C@H:27]([CH:31]([CH3:33])[CH3:32])[CH2:26]1)[CH2:5][C@H:6]([CH2:10][C:11]1[CH:16]=[CH:15][C:14]([O:17][CH3:18])=[C:13]([O:19][CH2:20][CH2:21][CH2:22][O:23][CH3:24])[CH:12]=1)[CH:7]([CH3:9])[CH3:8])=[N+:2]=[N-:3].O[Li].O.CCN(CC)CC.[Si:44]([O:51]S(C(F)(F)F)(=O)=O)([C:47]([CH3:50])([CH3:49])[CH3:48])([CH3:46])[CH3:45], predict the reaction product. The product is: [N:1]([C@@H:4]([CH2:5][C@H:6]([CH2:10][C:11]1[CH:16]=[CH:15][C:14]([O:17][CH3:18])=[C:13]([O:19][CH2:20][CH2:21][CH2:22][O:23][CH3:24])[CH:12]=1)[CH:7]([CH3:9])[CH3:8])[C@@H:25]([O:51][Si:44]([C:47]([CH3:50])([CH3:49])[CH3:48])([CH3:46])[CH3:45])[CH2:26][C@@H:27]([CH:31]([CH3:32])[CH3:33])[C:28]([OH:29])=[O:30])=[N+:2]=[N-:3].